This data is from Full USPTO retrosynthesis dataset with 1.9M reactions from patents (1976-2016). The task is: Predict the reactants needed to synthesize the given product. (1) Given the product [F:1][C:2]1[CH:7]=[CH:6][C:5]([N:8]2[C:17]3[C:12](=[N:13][CH:14]=[C:15]([CH2:18][C:19]4[CH:24]=[CH:23][C:22]([F:25])=[CH:21][CH:20]=4)[CH:16]=3)[C:11]([OH:26])=[C:10]([C:27]([NH:41][CH2:40][CH2:39][N:33]3[CH2:38][CH2:37][O:36][CH2:35][CH2:34]3)=[O:28])[C:9]2=[O:32])=[CH:4][CH:3]=1, predict the reactants needed to synthesize it. The reactants are: [F:1][C:2]1[CH:7]=[CH:6][C:5]([N:8]2[C:17]3[C:12](=[N:13][CH:14]=[C:15]([CH2:18][C:19]4[CH:24]=[CH:23][C:22]([F:25])=[CH:21][CH:20]=4)[CH:16]=3)[C:11]([OH:26])=[C:10]([C:27](OCC)=[O:28])[C:9]2=[O:32])=[CH:4][CH:3]=1.[N:33]1([CH2:39][CH2:40][NH2:41])[CH2:38][CH2:37][O:36][CH2:35][CH2:34]1. (2) Given the product [Cl:1][C:2]1[S:3][C:4]([Cl:21])=[CH:5][C:6]=1[S:7]([NH:10][C:11]1[CH:19]=[CH:18][C:14]([C:15]([O:17][CH:23]2[CH2:27][CH2:26][O:25][CH2:24]2)=[O:16])=[C:13]([OH:20])[CH:12]=1)(=[O:9])=[O:8], predict the reactants needed to synthesize it. The reactants are: [Cl:1][C:2]1[S:3][C:4]([Cl:21])=[CH:5][C:6]=1[S:7]([NH:10][C:11]1[CH:19]=[CH:18][C:14]([C:15]([OH:17])=[O:16])=[C:13]([OH:20])[CH:12]=1)(=[O:9])=[O:8].O[CH:23]1[CH2:27][CH2:26][O:25][CH2:24]1. (3) Given the product [CH:26]1([C:2]2[N:7]=[C:6]([C:8]3[CH:9]=[C:10]([O:15][CH:16]([F:18])[F:17])[C:11]([NH2:14])=[N:12][CH:13]=3)[CH:5]=[C:4]([C:19]3[CH:20]=[N:21][N:22]([CH2:24][CH3:25])[CH:23]=3)[N:3]=2)[CH2:28][CH2:27]1, predict the reactants needed to synthesize it. The reactants are: Cl[C:2]1[N:7]=[C:6]([C:8]2[CH:9]=[C:10]([O:15][CH:16]([F:18])[F:17])[C:11]([NH2:14])=[N:12][CH:13]=2)[CH:5]=[C:4]([C:19]2[CH:20]=[N:21][N:22]([CH2:24][CH3:25])[CH:23]=2)[N:3]=1.[CH:26]1(B(O)O)[CH2:28][CH2:27]1.C[C@]12C[C@@]3(C)O[C@](C)(C[C@](C)(O3)O1)P2C1C=CC=CC=1.C(=O)([O-])[O-].[Cs+].[Cs+]. (4) Given the product [CH3:1][C:2]1[NH:6][N:5]=[C:4]([N:14]2[C:18]3=[N:19][CH:20]=[CH:21][CH:22]=[C:17]3[CH:16]=[CH:15]2)[C:3]=1/[CH:23]=[CH:24]/[C:25]([NH:26][S:27]([CH2:30][CH2:31][CH2:32][CH2:33][CH3:34])(=[O:28])=[O:29])=[O:35], predict the reactants needed to synthesize it. The reactants are: [CH3:1][C:2]1[N:6](C(OC(C)(C)C)=O)[N:5]=[C:4]([N:14]2[C:18]3=[N:19][CH:20]=[CH:21][CH:22]=[C:17]3[CH:16]=[CH:15]2)[C:3]=1/[CH:23]=[CH:24]/[C:25](=[O:35])[NH:26][S:27]([CH2:30][CH2:31][CH2:32][CH2:33][CH3:34])(=[O:29])=[O:28].FC(F)(F)C(O)=O. (5) Given the product [CH2:1]([N:3]1[CH:7]=[C:6]([N:8]([CH2:9][CH2:10][C:11]2[CH:12]=[N:13][C:14]([C:17]([F:20])([F:18])[F:19])=[CH:15][CH:16]=2)[C:30](=[O:31])[C:22](=[O:29])[C:23]2[CH:28]=[CH:27][CH:26]=[CH:25][CH:24]=2)[C:5]([CH3:21])=[N:4]1)[CH3:2], predict the reactants needed to synthesize it. The reactants are: [CH2:1]([N:3]1[CH:7]=[C:6]([NH:8][CH2:9][CH2:10][C:11]2[CH:12]=[N:13][C:14]([C:17]([F:20])([F:19])[F:18])=[CH:15][CH:16]=2)[C:5]([CH3:21])=[N:4]1)[CH3:2].[C:22]([C:30](O)=[O:31])(=[O:29])[C:23]1[CH:28]=[CH:27][CH:26]=[CH:25][CH:24]=1.C(Cl)CCl.